Dataset: NCI-60 drug combinations with 297,098 pairs across 59 cell lines. Task: Regression. Given two drug SMILES strings and cell line genomic features, predict the synergy score measuring deviation from expected non-interaction effect. Drug 1: C1CCC(C1)C(CC#N)N2C=C(C=N2)C3=C4C=CNC4=NC=N3. Drug 2: C1=NC2=C(N=C(N=C2N1C3C(C(C(O3)CO)O)O)F)N. Cell line: PC-3. Synergy scores: CSS=10.5, Synergy_ZIP=-1.33, Synergy_Bliss=0.757, Synergy_Loewe=-5.01, Synergy_HSA=-0.811.